From a dataset of Experimentally validated miRNA-target interactions with 360,000+ pairs, plus equal number of negative samples. Binary Classification. Given a miRNA mature sequence and a target amino acid sequence, predict their likelihood of interaction. (1) The miRNA is hsa-miR-26b-5p with sequence UUCAAGUAAUUCAGGAUAGGU. The protein sequence of the target gene is MATVMAATAAERAVLEEEFRWLLHDEVHAVLKQLQDILKEASLRFTLPGSGTEGPAKQENFILGSCGTDQVKGVLTLQGDALSQADVNLKMPRNNQLLHFAFREDKQWKLQQIQDARNHVSQAIYLLTSRDQSYQFKTGAEVLKLMDAVMLQLTRARNRLTTPATLTLPEIAASGLTRMFAPALPSDLLVNVYINLNKLCLTVYQLHALQPNSTKNFRPAGGAVLHSPGAMFEWGSQRLEVSHVHKVECVIPWLNDALVYFTVSLQLCQQLKDKISVFSSYWSYRPF. Result: 1 (interaction). (2) The miRNA is hsa-miR-338-5p with sequence AACAAUAUCCUGGUGCUGAGUG. The protein sequence of the target gene is MKMFESADSTATRSGQDLWAEICSCLPNPEQEDGANNAFSDSFVDSCPEGEGQREVADFAVQPAVKPWAPLQDSEVYLASLEKKLRRIKGLNQEVTSKDMLRTLAQAKKECWDRFLQEKLASEFFVDGLDSDESTLEHFKRWLQPDKVAVSTEEVQYLIPPESQVEKPVAEDEPAAGDKPAAAEQ. Result: 0 (no interaction). (3) The miRNA is hsa-miR-193b-3p with sequence AACUGGCCCUCAAAGUCCCGCU. The protein sequence of the target gene is MMAGCGEIDHSINMLPTNRKANESCSNTAPSLTVPECAICLQTCVHPVSLPCKHVFCYLCVKGASWLGKRCALCRQEIPEDFLDKPTLLSPEELKAASRGNGEYAWYYEGRNGWWQYDERTSRELEDAFSKGKKNTEMLIAGFLYVADLENMVQYRRNEHGRRRKIKRDIIDIPKKGVAGLRLDCDANTVNLARESSADGADSVSAQSGASVQPLVSSVRPLTSVDGQLTSPATPSPDASTSLEDSFAHLQLSGDNTAERSHRGEGEEDHESPSSGRVPAPDTSIEETESDASSDSEDVS.... Result: 1 (interaction). (4) The protein sequence of the target gene is MDVSSEHTKDPGGEGGDGESLAARPSKIKASSGPPTSPEPGELESEPEEEEEEQAASQGGTAADEQAEAPKGLTAAEAAGEEGPGEPGRPAEPQPEPEEPAEVGAEEPAQPEPGAGPEELEAEAGAEELEQAAEGKEVRFQASLPLTRIDEEEAAAAPEAETERVEGEEEDKEETQRDGAESKERDGEGRPAKSQEEGKRLYGRDEFEDLEWSEEVQKLQEQQLRSDLLDQYRSLLVERNRSQRYNLYLQHKIFEALRRKKGLEAAEVADRGAEAEAPEKEQAYLRHLGMLEELKKQQAD.... Result: 0 (no interaction). The miRNA is hsa-miR-4293 with sequence CAGCCUGACAGGAACAG. (5) Result: 0 (no interaction). The miRNA is hsa-miR-3926 with sequence UGGCCAAAAAGCAGGCAGAGA. The protein sequence of the target gene is MLKPLWKAAVAPTWPCSMPPRRPWDREAGTLQVLGALAVLWLGSVALICLLWQVPRPPTWGQVQPKDVPRSWEHGSSPAWEPLEAEARQQRDSCQLVLVESIPQDLPSAAGSPSAQPLGQAWLQLLDTAQESVHVASYYWSLTGPDIGVNDSSSQLGEALLQKLQQLLGRNISLAVATSSPTLARTSTDLQVLAARGAHVRQVPMGRLTRGVLHSKFWVVDGRHIYMGSANMDWRSLTQVKELGAVIYNCSHLAQDLEKTFQTYWVLGVPKAVLPKTWPQNFSSHFNRFQPFHGLFDGVP.... (6) The miRNA is hsa-miR-8077 with sequence GGCUGAGUGGGGUUCUGACUCC. The protein sequence of the target gene is MVEADRPGKLFIGGLNTETNEKALEAVFGKYGRIVEVLLMKDRETNKSRGFAFVTFESPADAKDAARDMNGKSLDGKAIKVEQATKPSFESGRRGLPPPPRSRGPPRGLRGGRGGSGGTRGPPSRGGHMDDGGYSMNFTMSSSRGPLPVKRGPPPRSGGPPPKRSAPSGPVRSSSGLGGRAPVSRGRDGYGGPPRREPLPSRRDVYLSPRDDGYSTKDSYSSREYPSSRDTRDYAPPPRDYTYRDYGHSSSRDDYPSRGYSDRDGYGRDRDYSDHPSGGSYRDSYESYGNSRSAPPTRGP.... Result: 0 (no interaction). (7) The miRNA is ssc-miR-187 with sequence UCGUGUCUUGUGUUGCAGCCGG. The protein sequence of the target gene is MATASPRSDTSDIHSGRLQLKVTVSSAKLKRKKNWFGTAIYTEVIVDGEVKKTAKSSSSSNPKWDEQLIVNVTPQTTLEFRVWSHHTLKADALLGKATVDLKQVLLTHNRKLEKVKEQLKLSLENKNGIVQTGELTVVLDGLVIEQEPVTNRSSSPPIEIQQNGDALHENGDPATRTTPRLPVEGTIGIDNHVSTNTVVPNSCCSHVVNGENTPSSPSQVAARPKNAPAPKPVTSAPTSDTVNGESSSVLADNTSTMGTLLPSEDTTSTSNCTSTTTQEPPVQEPPASSEHSECIPSASA.... Result: 0 (no interaction).